This data is from Full USPTO retrosynthesis dataset with 1.9M reactions from patents (1976-2016). The task is: Predict the reactants needed to synthesize the given product. (1) Given the product [CH:20]1[C:21]([CH2:24][CH2:25][C:26]2[C:34]3[C:33]([NH:32][C:31]([NH2:36])=[N:30][C:29]=3[NH:28][CH:27]=2)=[O:35])=[CH:22][CH:23]=[C:18]([C:17]([NH:16][C@@H:15]([C:14]([O-:44])=[O:13])[CH2:38][CH2:39][C:40]([O-:42])=[O:41])=[O:37])[CH:19]=1.[Na+:51].[Na+:51], predict the reactants needed to synthesize it. The reactants are: C1(C)C=CC(S(O)(=O)=O)=CC=1.C[O:13][C:14](=[O:44])[C@H:15]([CH2:38][CH2:39][C:40]([O:42]C)=[O:41])[NH:16][C:17](=[O:37])[C:18]1[CH:23]=[CH:22][C:21]([CH2:24][CH2:25][C:26]2[C:34]3[C:33](=[O:35])[N:32]=[C:31]([NH2:36])[NH:30][C:29]=3[NH:28][CH:27]=2)=[CH:20][CH:19]=1.Cl.CC(C)=O.[OH-].[Na+:51]. (2) Given the product [NH2:1][C:2]1[N:3]=[CH:4][C:5](/[CH:11]=[CH:10]/[C:9]([O:13][CH3:14])=[O:12])=[CH:6][CH:7]=1, predict the reactants needed to synthesize it. The reactants are: [NH2:1][C:2]1[CH:7]=[CH:6][C:5](Br)=[CH:4][N:3]=1.[C:9]([O:13][CH3:14])(=[O:12])[CH:10]=[CH2:11].CC1C=CC=CC=1P(C1C=CC=CC=1C)C1C=CC=CC=1C. (3) Given the product [CH3:1][N:2]([CH2:4][CH2:5][C:6]1[C:10]2[CH:11]=[C:12]([CH2:15][C@@H:16]3[NH:21][C:19](=[O:20])[O:18][CH2:17]3)[CH:13]=[CH:14][C:9]=2[NH:8][CH:7]=1)[CH3:3].[CH:22]([OH:25])([CH3:24])[CH3:23], predict the reactants needed to synthesize it. The reactants are: [CH3:1][N:2]([CH2:4][CH2:5][C:6]1[C:10]2[CH:11]=[C:12]([CH2:15][C@@H:16]3[NH:21][C:19](=[O:20])[O:18][CH2:17]3)[CH:13]=[CH:14][C:9]=2[NH:8][CH:7]=1)[CH3:3].[CH:22]([OH:25])([CH3:24])[CH3:23]. (4) Given the product [F:1][C:2]1[CH:7]=[CH:6][C:5]([C:8]2[N:12]=[C:11]([CH3:13])[NH:10][C:9]=2[C:14]([NH2:20])=[O:15])=[CH:4][CH:3]=1, predict the reactants needed to synthesize it. The reactants are: [F:1][C:2]1[CH:7]=[CH:6][C:5]([C:8]2[N:12]=[C:11]([CH3:13])[NH:10][C:9]=2[C:14](Cl)=[O:15])=[CH:4][CH:3]=1.C(Cl)Cl.[NH3:20]. (5) Given the product [F:18][C:19]1[CH:27]=[CH:26][C:22]([C:23]([NH:1][CH:2]([C:4]2[N:5]([CH3:17])[C:6](=[O:16])[CH:7]=[C:8]([C:10]3[CH:15]=[CH:14][N:13]=[CH:12][N:11]=3)[N:9]=2)[CH3:3])=[O:24])=[C:21]([O:28][CH3:29])[CH:20]=1, predict the reactants needed to synthesize it. The reactants are: [NH2:1][CH:2]([C:4]1[N:5]([CH3:17])[C:6](=[O:16])[CH:7]=[C:8]([C:10]2[CH:15]=[CH:14][N:13]=[CH:12][N:11]=2)[N:9]=1)[CH3:3].[F:18][C:19]1[CH:27]=[CH:26][C:22]([C:23](O)=[O:24])=[C:21]([O:28][CH3:29])[CH:20]=1.P(C#N)(=O)(OCC)OCC.C(N(CC)CC)C. (6) Given the product [Cl:3][C:4]1[CH:5]=[CH:6][C:7]([CH2:8][N:9]2[C:14]([NH:15][C:16]3[CH:17]=[CH:18][C:19]([O:22][C:23]4[CH:28]=[CH:27][CH:26]=[C:25]([C:29]([OH:31])=[O:30])[CH:24]=4)=[CH:20][CH:21]=3)=[CH:13][C:12](=[O:33])[N:11]([CH2:34][CH3:35])[C:10]2=[O:36])=[CH:37][CH:38]=1, predict the reactants needed to synthesize it. The reactants are: [OH-].[Na+].[Cl:3][C:4]1[CH:38]=[CH:37][C:7]([CH2:8][N:9]2[C:14]([NH:15][C:16]3[CH:21]=[CH:20][C:19]([O:22][C:23]4[CH:28]=[CH:27][CH:26]=[C:25]([C:29]([O:31]C)=[O:30])[CH:24]=4)=[CH:18][CH:17]=3)=[CH:13][C:12](=[O:33])[N:11]([CH2:34][CH3:35])[C:10]2=[O:36])=[CH:6][CH:5]=1.CO.C(O)(=O)CC(CC(O)=O)(C(O)=O)O.